From a dataset of Forward reaction prediction with 1.9M reactions from USPTO patents (1976-2016). Predict the product of the given reaction. (1) Given the reactants Br[C:2]1[NH:22][C:5]2=[N:6][CH:7]=[C:8]([CH2:10][CH2:11][C:12]3[CH:17]=[C:16]([O:18][CH3:19])[CH:15]=[C:14]([O:20][CH3:21])[CH:13]=3)[N:9]=[C:4]2[CH:3]=1.CC1(C)C(C)(C)OB([C:31]2[CH:32]=[CH:33][C:34]([NH:37][C:38](=[O:40])[CH3:39])=[N:35][CH:36]=2)O1, predict the reaction product. The product is: [CH3:21][O:20][C:14]1[CH:13]=[C:12]([CH:17]=[C:16]([O:18][CH3:19])[CH:15]=1)[CH2:11][CH2:10][C:8]1[N:9]=[C:4]2[CH:3]=[C:2]([C:31]3[CH:32]=[CH:33][C:34]([NH:37][C:38](=[O:40])[CH3:39])=[N:35][CH:36]=3)[NH:22][C:5]2=[N:6][CH:7]=1. (2) Given the reactants [CH2:1]([N:8]1[CH2:13][CH2:12][CH:11]([C:14]#[CH:15])[CH2:10][CH2:9]1)[C:2]1[CH:7]=[CH:6][CH:5]=[CH:4][CH:3]=1.[CH2:16]1[CH2:21][CH2:20][CH2:19][CH2:18][CH:17]1[CH2:22][O:23][C:24]1[CH:29]=[CH:28][CH:27]=[CH:26][C:25]=1Br.C(N(CC)CC)C.N, predict the reaction product. The product is: [CH2:1]([N:8]1[CH2:13][CH2:12][CH:11]([C:14]#[C:15][C:29]2[CH:28]=[CH:27][CH:26]=[CH:25][C:24]=2[O:23][CH2:22][CH:17]2[CH2:16][CH2:21][CH2:20][CH2:19][CH2:18]2)[CH2:10][CH2:9]1)[C:2]1[CH:7]=[CH:6][CH:5]=[CH:4][CH:3]=1. (3) Given the reactants O=[C:2]1[CH2:10][CH2:9][CH2:8][C:7]2[N:6]([CH2:11][O:12][CH2:13][CH2:14][Si:15]([CH3:18])([CH3:17])[CH3:16])[C:5]([C:19]([O:21][CH3:22])=[O:20])=[CH:4][C:3]1=2.[CH2:23]([Mg]Cl)[C:24]1[CH:29]=[CH:28][CH:27]=[CH:26][CH:25]=1, predict the reaction product. The product is: [CH:23](=[C:2]1/[C:3]2[CH:4]=[C:5]([C:19]([O:21][CH3:22])=[O:20])[N:6]([CH2:11][O:12][CH2:13][CH2:14][Si:15]([CH3:18])([CH3:17])[CH3:16])[C:7]=2[CH2:8][CH2:9][CH2:10]/1)\[C:24]1[CH:29]=[CH:28][CH:27]=[CH:26][CH:25]=1. (4) Given the reactants C([O:3][C:4](=O)[CH2:5][C:6]1[N:7]=[C:8]([C:11]2[CH:16]=[CH:15][C:14]([Cl:17])=[CH:13][CH:12]=2)[S:9][CH:10]=1)C.CC(C[AlH]CC(C)C)C.[C@H](O)(C([O-])=O)[C@@H](O)C([O-])=O.[Na+].[K+], predict the reaction product. The product is: [Cl:17][C:14]1[CH:13]=[CH:12][C:11]([C:8]2[S:9][CH:10]=[C:6]([CH2:5][CH2:4][OH:3])[N:7]=2)=[CH:16][CH:15]=1. (5) Given the reactants Br[CH2:2][CH2:3][CH2:4][CH2:5][N:6]1[C:10]2[CH:11]=[CH:12][CH:13]=[CH:14][C:9]=2[N:8]=[C:7]1[S:15][CH3:16].[OH:17][C:18]1[C:23]([CH3:24])=[C:22]([OH:25])[CH:21]=[CH:20][C:19]=1[C:26](=[O:31])[CH2:27][CH:28]([CH3:30])[CH3:29], predict the reaction product. The product is: [OH:17][C:18]1[C:23]([CH3:24])=[C:22]([O:25][CH2:2][CH2:3][CH2:4][CH2:5][N:6]2[C:10]3[CH:11]=[CH:12][CH:13]=[CH:14][C:9]=3[N:8]=[C:7]2[S:15][CH3:16])[CH:21]=[CH:20][C:19]=1[C:26](=[O:31])[CH2:27][CH:28]([CH3:29])[CH3:30]. (6) Given the reactants [Cl:1][C:2]1[C:8]([N:9]2[CH2:14][CH2:13][NH:12][CH2:11][CH2:10]2)=[CH:7][C:5]([NH2:6])=[C:4]([N+:15]([O-:17])=[O:16])[CH:3]=1.[C:18](O[C:18]([O:20][C:21]([CH3:24])([CH3:23])[CH3:22])=[O:19])([O:20][C:21]([CH3:24])([CH3:23])[CH3:22])=[O:19].C(N(CC)CC)C, predict the reaction product. The product is: [NH2:6][C:5]1[C:4]([N+:15]([O-:17])=[O:16])=[CH:3][C:2]([Cl:1])=[C:8]([N:9]2[CH2:14][CH2:13][N:12]([C:18]([O:20][C:21]([CH3:24])([CH3:23])[CH3:22])=[O:19])[CH2:11][CH2:10]2)[CH:7]=1. (7) The product is: [Br:1][CH:40]([C:37]1[N:36]=[C:35]([C:31]2[CH:32]=[CH:33][CH:34]=[C:29]([Cl:28])[CH:30]=2)[O:39][N:38]=1)[CH3:41]. Given the reactants [Br:1]N1C(=O)CCC1=O.C1(P(C2C=CC=CC=2)C2C=CC=CC=2)C=CC=CC=1.[Cl:28][C:29]1[CH:30]=[C:31]([C:35]2[O:39][N:38]=[C:37]([CH:40](O)[CH3:41])[N:36]=2)[CH:32]=[CH:33][CH:34]=1, predict the reaction product.